From a dataset of Forward reaction prediction with 1.9M reactions from USPTO patents (1976-2016). Predict the product of the given reaction. Given the reactants [CH3:1][N:2]([CH3:16])[C:3]1([C:14]#N)[CH2:13][CH2:12][C:6]2([CH2:10][NH:9][C:8](=[O:11])[CH2:7]2)[CH2:5][CH2:4]1.[CH2:17]([Mg]Cl)[CH2:18][CH2:19]C.[Cl-].[NH4+], predict the reaction product. The product is: [CH2:14]([C:3]1([N:2]([CH3:1])[CH3:16])[CH2:4][CH2:5][C:6]2([CH2:10][NH:9][C:8](=[O:11])[CH2:7]2)[CH2:12][CH2:13]1)[CH2:17][CH2:18][CH3:19].